From a dataset of Full USPTO retrosynthesis dataset with 1.9M reactions from patents (1976-2016). Predict the reactants needed to synthesize the given product. Given the product [Cl:1][C:2]1[C:11]2[C:6](=[CH:7][C:8]([O:14][CH3:15])=[C:9]([O:12][CH3:13])[CH:10]=2)[NH:5][C:4](=[O:25])[C:3]=1[C:26]#[N:27], predict the reactants needed to synthesize it. The reactants are: [Cl:1][C:2]1[C:11]2[C:6](=[CH:7][C:8]([O:14][CH3:15])=[C:9]([O:12][CH3:13])[CH:10]=2)[N:5](CC2C=CC(OC)=CC=2)[C:4](=[O:25])[C:3]=1[C:26]#[N:27].FC(F)(F)C(O)=O.C1(OC)C=CC=CC=1.FC(F)(F)S(O)(=O)=O.C(=O)([O-])[O-].[Na+].[Na+].